This data is from Reaction yield outcomes from USPTO patents with 853,638 reactions. The task is: Predict the reaction yield, written as a fraction of the theoretical maximum amount of product (1.0 means a 100% yield; for example, 0.34 means a 34% yield). (1) The product is [Cl:1][C:2]1[C:3]([C:27]2[CH:28]=[N:29][N:30]3[CH:35]=[CH:34][CH:33]=[CH:32][C:31]=23)=[N:4][C:5]([NH:8][C:9]2[CH:14]=[C:13]([NH2:15])[C:12]([C:18]3[CH2:19][CH2:20][N:21]([CH3:24])[CH2:22][CH:23]=3)=[CH:11][C:10]=2[O:25][CH3:26])=[N:6][CH:7]=1. The reactants are [Cl:1][C:2]1[C:3]([C:27]2[CH:28]=[N:29][N:30]3[CH:35]=[CH:34][CH:33]=[CH:32][C:31]=23)=[N:4][C:5]([NH:8][C:9]2[CH:14]=[C:13]([N+:15]([O-])=O)[C:12]([C:18]3[CH2:19][CH2:20][N:21]([CH3:24])[CH2:22][CH:23]=3)=[CH:11][C:10]=2[O:25][CH3:26])=[N:6][CH:7]=1.[NH4+].[Cl-]. The catalyst is C(O)C.O.[Fe]. The yield is 0.880. (2) The reactants are [F:1][C:2]1[CH:7]=[CH:6][CH:5]=[CH:4][C:3]=1[S:8][C:9]1[CH:10]=[N:11][C:12]([N:15]2[CH2:20][CH2:19][N:18](C(OC(C)(C)C)=O)[CH2:17][CH2:16]2)=[N:13][CH:14]=1.[ClH:28]. The catalyst is O1CCOCC1. The product is [ClH:28].[F:1][C:2]1[CH:7]=[CH:6][CH:5]=[CH:4][C:3]=1[S:8][C:9]1[CH:10]=[N:11][C:12]([N:15]2[CH2:16][CH2:17][NH:18][CH2:19][CH2:20]2)=[N:13][CH:14]=1. The yield is 0.880.